This data is from Full USPTO retrosynthesis dataset with 1.9M reactions from patents (1976-2016). The task is: Predict the reactants needed to synthesize the given product. (1) Given the product [NH:11]1[C:12]2[C:17](=[CH:16][CH:15]=[CH:14][CH:13]=2)[C:9]([CH2:8][C@H:7]([NH:18][C:19](=[O:31])[C@@H:20]([NH:22][C:23]([C:25]2[N:26]([CH3:30])[N:27]=[CH:28][CH:29]=2)=[O:24])[CH3:21])[C:6]([OH:32])=[O:5])=[CH:10]1, predict the reactants needed to synthesize it. The reactants are: C([O:5][C:6](=[O:32])[C@@H:7]([NH:18][C:19](=[O:31])[C@@H:20]([NH:22][C:23]([C:25]1[N:26]([CH3:30])[N:27]=[CH:28][CH:29]=1)=[O:24])[CH3:21])[CH2:8][C:9]1[C:17]2[C:12](=[CH:13][CH:14]=[CH:15][CH:16]=2)[NH:11][CH:10]=1)(C)(C)C.FC(F)(F)C(O)C(F)(F)F. (2) The reactants are: [C:1]([O:5][C:6]([N:8]1[C@H:12]([C@@H:13](O)[CH2:14][C@H:15]([CH2:19][O:20]CC2C=CC=CC=2)[CH:16]([CH3:18])[CH3:17])[CH2:11][C@@H:10]([CH:29]([CH3:31])[CH3:30])[C@@H:9]1[C:32]1[CH:37]=[CH:36][C:35]([O:38][CH3:39])=[C:34]([O:40][CH2:41][CH2:42][CH2:43][O:44][CH3:45])[CH:33]=1)=[O:7])([CH3:4])([CH3:3])[CH3:2].[CH3:46][OH:47]. Given the product [C:1]([O:5][C:6]([N:8]1[C@H:12]([C@@H:13]([CH2:46][OH:47])[CH2:14][C@H:15]([CH2:19][OH:20])[CH:16]([CH3:17])[CH3:18])[CH2:11][C@@H:10]([CH:29]([CH3:31])[CH3:30])[C@@H:9]1[C:32]1[CH:37]=[CH:36][C:35]([O:38][CH3:39])=[C:34]([O:40][CH2:41][CH2:42][CH2:43][O:44][CH3:45])[CH:33]=1)=[O:7])([CH3:3])([CH3:4])[CH3:2], predict the reactants needed to synthesize it. (3) Given the product [CH3:1][C:2]1[C:6]([CH2:7][N:8]2[CH:12]=[C:11]([N:13]3[C:17](=[O:18])[CH2:16][N:15]([CH2:22][C:23]4[CH:28]=[CH:27][CH:26]=[C:25]([CH3:29])[CH:24]=4)[C:14]3=[O:19])[CH:10]=[N:9]2)=[C:5]([CH3:20])[O:4][N:3]=1, predict the reactants needed to synthesize it. The reactants are: [CH3:1][C:2]1[C:6]([CH2:7][N:8]2[CH:12]=[C:11]([N:13]3[C:17](=[O:18])[CH2:16][NH:15][C:14]3=[O:19])[CH:10]=[N:9]2)=[C:5]([CH3:20])[O:4][N:3]=1.Br[CH2:22][C:23]1[CH:28]=[CH:27][CH:26]=[C:25]([CH3:29])[CH:24]=1. (4) Given the product [F:21][C:22]([F:35])([F:34])[S:23]([O:1][C:2]1[CH:3]=[C:4]2[C:8](=[CH:9][C:10]=1[CH3:11])[C:7](=[O:12])[CH2:6][CH2:5]2)(=[O:25])=[O:24], predict the reactants needed to synthesize it. The reactants are: [OH:1][C:2]1[CH:3]=[C:4]2[C:8](=[CH:9][C:10]=1[CH3:11])[C:7](=[O:12])[CH2:6][CH2:5]2.N1C(C)=CC=CC=1C.[F:21][C:22]([F:35])([F:34])[S:23](O[S:23]([C:22]([F:35])([F:34])[F:21])(=[O:25])=[O:24])(=[O:25])=[O:24]. (5) Given the product [N:24]1([C:2]2[O:3][C:4]3[C:5](=[C:7]([C:19]#[N:20])[C:8]([CH3:18])=[C:9]([C:12]4[CH:17]=[CH:16][CH:15]=[CH:14][CH:13]=4)[C:10]=3[F:11])[N:6]=2)[CH2:25][CH2:29][CH2:27]1, predict the reactants needed to synthesize it. The reactants are: Cl[C:2]1[O:3][C:4]2[C:5](=[C:7]([C:19]#[N:20])[C:8]([CH3:18])=[C:9]([C:12]3[CH:17]=[CH:16][CH:15]=[CH:14][CH:13]=3)[C:10]=2[F:11])[N:6]=1.C([N:24]([CH:27]([CH3:29])C)[CH2:25]C)(C)C.Cl.N1CCC1. (6) Given the product [CH3:29][O:28][C:18]1[CH:17]=[C:16]([NH:15][C:12]2[S:13][CH:14]=[C:10]([C@@H:5]([NH:4][S:37]([CH2:36][C:30]3[CH:35]=[CH:34][CH:33]=[CH:32][CH:31]=3)(=[O:39])=[O:38])[CH2:6][CH:7]([CH3:8])[CH3:9])[N:11]=2)[CH:21]=[CH:20][C:19]=1[N:22]1[CH:26]=[C:25]([CH3:27])[N:24]=[CH:23]1, predict the reactants needed to synthesize it. The reactants are: Cl.Cl.Cl.[NH2:4][C@H:5]([C:10]1[N:11]=[C:12]([NH:15][C:16]2[CH:21]=[CH:20][C:19]([N:22]3[CH:26]=[C:25]([CH3:27])[N:24]=[CH:23]3)=[C:18]([O:28][CH3:29])[CH:17]=2)[S:13][CH:14]=1)[CH2:6][CH:7]([CH3:9])[CH3:8].[C:30]1([CH2:36][S:37](Cl)(=[O:39])=[O:38])[CH:35]=[CH:34][CH:33]=[CH:32][CH:31]=1. (7) Given the product [NH2:12][C:8]([C:4]1[CH:5]=[CH:6][CH:7]=[C:2]([Br:1])[CH:3]=1)([C:15]1[CH:20]=[CH:19][CH:18]=[C:17]([CH3:21])[CH:16]=1)[C:9]([OH:22])=[O:14], predict the reactants needed to synthesize it. The reactants are: [Br:1][C:2]1[CH:3]=[C:4]([C:8]2([C:15]3[CH:20]=[CH:19][CH:18]=[C:17]([CH3:21])[CH:16]=3)[NH:12]C(=O)N[C:9]2=[O:14])[CH:5]=[CH:6][CH:7]=1.[OH:22]S(O)(=O)=O.